This data is from Reaction yield outcomes from USPTO patents with 853,638 reactions. The task is: Predict the reaction yield, written as a fraction of the theoretical maximum amount of product (1.0 means a 100% yield; for example, 0.34 means a 34% yield). (1) The reactants are S([O:11][CH2:12][CH2:13][O:14][CH2:15][CH2:16][O:17][CH2:18][CH2:19][O:20]S(C1C=CC(C)=CC=1)(=O)=O)(C1C=CC(C)=CC=1)(=O)=O. The catalyst is C(OCC)(=O)C. The product is [CH2:12]([OH:11])[CH2:13][O:14][CH2:15][CH2:16][O:17][CH2:18][CH2:19][OH:20]. The yield is 0.890. (2) The catalyst is ClCCl. The product is [F:34][C:35]([F:40])([F:39])[C:36]([OH:38])=[O:37].[Cl:19][C:15]1[CH:14]=[C:13]([CH:12]2[C:11]([C:22]3[CH:27]=[CH:26][C:25]([Cl:28])=[CH:24][CH:23]=3)([C:20]#[N:21])[CH:10]([CH2:29][C:30]([CH3:31])([CH3:32])[CH3:33])[NH:9][CH:8]2[C:6]([OH:7])=[O:5])[CH:18]=[CH:17][CH:16]=1. The yield is 0.940. The reactants are C([O:5][C:6]([CH:8]1[CH:12]([C:13]2[CH:18]=[CH:17][CH:16]=[C:15]([Cl:19])[CH:14]=2)[C:11]([C:22]2[CH:27]=[CH:26][C:25]([Cl:28])=[CH:24][CH:23]=2)([C:20]#[N:21])[CH:10]([CH2:29][C:30]([CH3:33])([CH3:32])[CH3:31])[NH:9]1)=[O:7])(C)(C)C.[F:34][C:35]([F:40])([F:39])[C:36]([OH:38])=[O:37].